Dataset: Peptide-MHC class I binding affinity with 185,985 pairs from IEDB/IMGT. Task: Regression. Given a peptide amino acid sequence and an MHC pseudo amino acid sequence, predict their binding affinity value. This is MHC class I binding data. (1) The peptide sequence is WLRAKRKPAM. The MHC is HLA-A02:06 with pseudo-sequence HLA-A02:06. The binding affinity (normalized) is 0.132. (2) The peptide sequence is DEPASTEPVHDQLL. The MHC is HLA-A03:01 with pseudo-sequence HLA-A03:01. The binding affinity (normalized) is 0. (3) The peptide sequence is VQPPQLTLQV. The MHC is HLA-A30:02 with pseudo-sequence HLA-A30:02. The binding affinity (normalized) is 0. (4) The peptide sequence is LMIFISSFLL. The MHC is H-2-Dd with pseudo-sequence H-2-Dd. The binding affinity (normalized) is 0.288.